This data is from Full USPTO retrosynthesis dataset with 1.9M reactions from patents (1976-2016). The task is: Predict the reactants needed to synthesize the given product. (1) Given the product [C:1]1([CH:7]([C:21]2[CH:26]=[CH:25][CH:24]=[CH:23][CH:22]=2)[CH2:8][NH:9][C:10]2[N:18]=[C:17]([C:19]([O:28][CH3:27])=[O:31])[N:16]=[C:15]3[C:11]=2[N:12]=[CH:13][NH:14]3)[CH:6]=[CH:5][CH:4]=[CH:3][CH:2]=1, predict the reactants needed to synthesize it. The reactants are: [C:1]1([CH:7]([C:21]2[CH:26]=[CH:25][CH:24]=[CH:23][CH:22]=2)[CH2:8][NH:9][C:10]2[N:18]=[C:17]([C:19]#N)[N:16]=[C:15]3[C:11]=2[N:12]=[CH:13][NH:14]3)[CH:6]=[CH:5][CH:4]=[CH:3][CH:2]=1.[CH3:27][O-:28].[Na+].C[OH:31]. (2) Given the product [NH2:4][C:5]1[N:6]=[C:7]([N:24]2[CH2:29][CH2:28][O:27][CH2:26][CH2:25]2)[C:8]2[N:14]=[C:13]([C:15]3[CH:20]=[CH:19][C:18]([F:21])=[C:17]([CH3:22])[CH:16]=3)[CH:12]=[CH:11][C:9]=2[N:10]=1, predict the reactants needed to synthesize it. The reactants are: C([NH:4][C:5]1[NH:6][C:7](=O)[C:8]2[N:14]=[C:13]([C:15]3[CH:20]=[CH:19][C:18]([F:21])=[C:17]([CH3:22])[CH:16]=3)[CH:12]=[CH:11][C:9]=2[N:10]=1)(=O)C.[NH:24]1[CH2:29][CH2:28][O:27][CH2:26][CH2:25]1.C1(C)C=CC(S(O)(=O)=O)=CC=1.S([O-])([O-])(=O)=O.[NH4+].[NH4+].C[Si](C)(C)N[Si](C)(C)C.[O-]CC.[Na+]. (3) Given the product [NH2:8][C@@H:9]1[CH2:11][C@H:10]1[C:12]1[CH:13]=[C:14]([C:18]([NH:27][C:25]2[S:26][C:22]([CH3:21])=[N:23][N:24]=2)=[O:20])[S:15][C:16]=1[CH3:17], predict the reactants needed to synthesize it. The reactants are: C(OC([NH:8][C@@H:9]1[CH2:11][C@H:10]1[C:12]1[CH:13]=[C:14]([C:18]([OH:20])=O)[S:15][C:16]=1[CH3:17])=O)(C)(C)C.[CH3:21][C:22]1[S:26][C:25]([NH2:27])=[N:24][N:23]=1.F[P-](F)(F)(F)(F)F.N1(OC(N(C)C)=[N+](C)C)C2N=CC=CC=2N=N1.Cl.C(OCC)(=O)C. (4) Given the product [C:19]([C:16]1[CH:15]=[CH:14][C:13]([C:12]2[N:8]([NH2:7])[C:9]([C:23]3[CH:24]=[CH:25][C:26]([C:29]([CH3:32])([CH3:31])[CH3:30])=[CH:27][CH:28]=3)=[CH:10][CH:11]=2)=[CH:18][CH:17]=1)([CH3:22])([CH3:21])[CH3:20], predict the reactants needed to synthesize it. The reactants are: C[Si](C)(C)CCOC(=O)[NH:7][N:8]1[C:12]([C:13]2[CH:18]=[CH:17][C:16]([C:19]([CH3:22])([CH3:21])[CH3:20])=[CH:15][CH:14]=2)=[CH:11][CH:10]=[C:9]1[C:23]1[CH:28]=[CH:27][C:26]([C:29]([CH3:32])([CH3:31])[CH3:30])=[CH:25][CH:24]=1.CCCC[N+](CCCC)(CCCC)CCCC.[F-]. (5) Given the product [C:1]([O:5][C:6](=[O:34])[CH:7]([NH:17][C:18]([NH:20][CH:21]([C:27]([O:29][C:30]([CH3:33])([CH3:32])[CH3:31])=[O:28])[CH2:22][CH2:23][CH2:24][CH2:25][NH:26][CH2:50][C:49]1[CH:52]=[CH:53][C:46]([Sn:45]([CH3:44])([CH3:55])[CH3:54])=[CH:47][CH:48]=1)=[O:19])[CH2:8][CH2:9][C:10]([O:12][C:13]([CH3:16])([CH3:15])[CH3:14])=[O:11])([CH3:2])([CH3:3])[CH3:4], predict the reactants needed to synthesize it. The reactants are: [C:1]([O:5][C:6](=[O:34])[CH:7]([NH:17][C:18]([NH:20][CH:21]([C:27]([O:29][C:30]([CH3:33])([CH3:32])[CH3:31])=[O:28])[CH2:22][CH2:23][CH2:24][CH2:25][NH2:26])=[O:19])[CH2:8][CH2:9][C:10]([O:12][C:13]([CH3:16])([CH3:15])[CH3:14])=[O:11])([CH3:4])([CH3:3])[CH3:2].C1(N=C=O)C=CC=CC=1.[CH3:44][Sn:45]([CH3:55])([CH3:54])[C:46]1[CH:53]=[CH:52][C:49]([CH:50]=O)=[CH:48][CH:47]=1. (6) Given the product [F:1][C:2]1[CH:3]=[CH:4][C:5]([C:8]2[C:12](/[CH:13]=[CH:14]/[C:15]3[S:16][C:17]([C:20]([N:24]4[CH2:29][CH2:28][S:27][CH2:26][CH2:25]4)=[O:22])=[CH:18][N:19]=3)=[C:11]([CH3:23])[O:10][N:9]=2)=[N:6][CH:7]=1, predict the reactants needed to synthesize it. The reactants are: [F:1][C:2]1[CH:3]=[CH:4][C:5]([C:8]2[C:12](/[CH:13]=[CH:14]/[C:15]3[S:16][C:17]([C:20]([OH:22])=O)=[CH:18][N:19]=3)=[C:11]([CH3:23])[O:10][N:9]=2)=[N:6][CH:7]=1.[NH:24]1[CH2:29][CH2:28][S:27][CH2:26][CH2:25]1. (7) The reactants are: [OH-].[Li+].CC#N.[O:6]=[C:7]1[NH:11][C@H:10]2[CH2:12][S:13][C@@H:14]([CH2:15][CH2:16][CH2:17][CH2:18][C:19]([O:21]CC3(C)COC(C)(C)OC3)=[O:20])[C@H:9]2[O:8]1.Cl. Given the product [O:6]=[C:7]1[NH:11][C@H:10]2[CH2:12][S:13][C@@H:14]([CH2:15][CH2:16][CH2:17][CH2:18][C:19]([OH:21])=[O:20])[C@H:9]2[O:8]1, predict the reactants needed to synthesize it. (8) Given the product [Cl:1][C:2]1[N:7]=[N:6][CH:5]=[C:4]([C:8]([OH:10])=[O:9])[CH:3]=1, predict the reactants needed to synthesize it. The reactants are: [Cl:1][C:2]1[N:7]=[N:6][CH:5]=[C:4]([C:8]([O:10]C)=[O:9])[CH:3]=1.O.[OH-].[Li+].Cl. (9) Given the product [Cl:2][C:3]1[CH:4]=[C:5]([NH:10][C:11]2[C:16]([NH:17][N:18]=[CH:27][C:23]3[O:22][CH:26]=[CH:25][CH:24]=3)=[N:15][C:14]3=[N:19][O:20][N:21]=[C:13]3[N:12]=2)[CH:6]=[CH:7][C:8]=1[Cl:9], predict the reactants needed to synthesize it. The reactants are: Cl.[Cl:2][C:3]1[CH:4]=[C:5]([NH:10][C:11]2[C:16]([NH:17][NH2:18])=[N:15][C:14]3=[N:19][O:20][N:21]=[C:13]3[N:12]=2)[CH:6]=[CH:7][C:8]=1[Cl:9].[O:22]1[CH:26]=[CH:25][CH:24]=[C:23]1[CH:27]=O.